Dataset: Reaction yield outcomes from USPTO patents with 853,638 reactions. Task: Predict the reaction yield, written as a fraction of the theoretical maximum amount of product (1.0 means a 100% yield; for example, 0.34 means a 34% yield). (1) The reactants are [CH3:1][O-].[Na+].[N:4]#[C:5][NH2:6].[N:7]([C:10]1[CH:15]=[CH:14][C:13]([S:16]([NH2:19])(=[O:18])=[O:17])=[CH:12][CH:11]=1)=[C:8]=[S:9].IC. No catalyst specified. The product is [C:5](/[N:6]=[C:8](\[S:9][CH3:1])/[NH:7][C:10]1[CH:11]=[CH:12][C:13]([S:16](=[O:17])(=[O:18])[NH2:19])=[CH:14][CH:15]=1)#[N:4]. The yield is 0.670. (2) The reactants are [C:1]([C:5]1[CH:28]=[CH:27][C:8]2[N:9]([CH2:19][O:20][CH2:21][CH2:22][Si:23]([CH3:26])([CH3:25])[CH3:24])[C:10]([CH2:12][CH:13]3[CH2:16][CH:15]([CH:17]=O)[CH2:14]3)=[N:11][C:7]=2[CH:6]=1)([CH3:4])([CH3:3])[CH3:2].[CH3:29][C:30]1([CH3:53])[O:34][C@@H:33]2[C@@H:35]([CH2:48][NH:49][CH:50]([CH3:52])[CH3:51])[CH2:36][C@@H:37]([N:38]3[C:42]4[N:43]=[CH:44][N:45]=[C:46]([NH2:47])[C:41]=4[CH:40]=[CH:39]3)[C@@H:32]2[O:31]1.S([O-])([O-])(=O)=O.[Mg+2].C(O[BH-](OC(=O)C)OC(=O)C)(=O)C.[Na+]. The catalyst is ClCCCl. The product is [C:1]([C:5]1[CH:28]=[CH:27][C:8]2[N:9]([CH2:19][O:20][CH2:21][CH2:22][Si:23]([CH3:24])([CH3:26])[CH3:25])[C:10]([CH2:12][CH:13]3[CH2:16][CH:15]([CH2:17][N:49]([CH2:48][C@@H:35]4[C@H:33]5[O:34][C:30]([CH3:53])([CH3:29])[O:31][C@H:32]5[C@H:37]([N:38]5[C:42]6[N:43]=[CH:44][N:45]=[C:46]([NH2:47])[C:41]=6[CH:40]=[CH:39]5)[CH2:36]4)[CH:50]([CH3:52])[CH3:51])[CH2:14]3)=[N:11][C:7]=2[CH:6]=1)([CH3:3])([CH3:2])[CH3:4]. The yield is 0.110.